This data is from Merck oncology drug combination screen with 23,052 pairs across 39 cell lines. The task is: Regression. Given two drug SMILES strings and cell line genomic features, predict the synergy score measuring deviation from expected non-interaction effect. (1) Drug 1: O=C(O)C1(Cc2cccc(Nc3nccs3)n2)CCC(Oc2cccc(Cl)c2F)CC1. Drug 2: CCC1(O)C(=O)OCc2c1cc1n(c2=O)Cc2cc3c(CN(C)C)c(O)ccc3nc2-1. Cell line: MDAMB436. Synergy scores: synergy=18.4. (2) Drug 1: N.N.O=C(O)C1(C(=O)O)CCC1.[Pt]. Drug 2: CCN(CC)CCNC(=O)c1c(C)[nH]c(C=C2C(=O)Nc3ccc(F)cc32)c1C. Cell line: A2780. Synergy scores: synergy=3.12. (3) Synergy scores: synergy=60.2. Drug 1: COC1CC2CCC(C)C(O)(O2)C(=O)C(=O)N2CCCCC2C(=O)OC(C(C)CC2CCC(OP(C)(C)=O)C(OC)C2)CC(=O)C(C)C=C(C)C(O)C(OC)C(=O)C(C)CC(C)C=CC=CC=C1C. Cell line: ES2. Drug 2: Cn1cc(-c2cnn3c(N)c(Br)c(C4CCCNC4)nc23)cn1. (4) Drug 1: O=c1[nH]cc(F)c(=O)[nH]1. Drug 2: CC(C)CC(NC(=O)C(Cc1ccccc1)NC(=O)c1cnccn1)B(O)O. Cell line: HCT116. Synergy scores: synergy=-4.52.